Dataset: Forward reaction prediction with 1.9M reactions from USPTO patents (1976-2016). Task: Predict the product of the given reaction. (1) Given the reactants [F:1][C:2]1[CH:7]=[C:6]([F:8])[CH:5]=[CH:4][C:3]=1[C:9]1[O:13][C:12]([NH2:14])=[N:11][N:10]=1.[O:15]=[C:16]1[N:20]2[CH2:21][CH2:22][CH:23]([CH2:25][C:26](O)=[O:27])[CH2:24][CH:19]2[CH2:18][O:17]1, predict the reaction product. The product is: [F:1][C:2]1[CH:7]=[C:6]([F:8])[CH:5]=[CH:4][C:3]=1[C:9]1[O:13][C:12]([NH:14][C:26](=[O:27])[CH2:25][CH:23]2[CH2:22][CH2:21][N:20]3[C:16](=[O:15])[O:17][CH2:18][CH:19]3[CH2:24]2)=[N:11][N:10]=1. (2) Given the reactants [CH3:1][C:2]1[O:6][C:5]([C:7]2[CH:12]=[CH:11][CH:10]=[CH:9][CH:8]=2)=[N:4][C:3]=1[CH2:13][CH2:14][O:15][C:16]1[C:21]2[CH:22]=[CH:23][S:24][C:20]=2[C:19]([N+:25]([O-])=O)=[CH:18][CH:17]=1, predict the reaction product. The product is: [CH3:1][C:2]1[O:6][C:5]([C:7]2[CH:12]=[CH:11][CH:10]=[CH:9][CH:8]=2)=[N:4][C:3]=1[CH2:13][CH2:14][O:15][C:16]1[C:21]2[CH:22]=[CH:23][S:24][C:20]=2[C:19]([NH2:25])=[CH:18][CH:17]=1.